Dataset: Full USPTO retrosynthesis dataset with 1.9M reactions from patents (1976-2016). Task: Predict the reactants needed to synthesize the given product. (1) Given the product [CH2:22]([O:21][C:19]([NH:18][C@H:17]([C:29]([O:31][CH3:32])=[O:30])[CH2:16][NH:15][C:2]1[C:7]2[CH:8]=[C:9]([Br:11])[S:10][C:6]=2[C:5]([C:12]#[N:13])=[CH:4][N:3]=1)=[O:20])[C:23]1[CH:24]=[CH:25][CH:26]=[CH:27][CH:28]=1, predict the reactants needed to synthesize it. The reactants are: Cl[C:2]1[C:7]2[CH:8]=[C:9]([Br:11])[S:10][C:6]=2[C:5]([C:12]#[N:13])=[CH:4][N:3]=1.Cl.[NH2:15][CH2:16][C@@H:17]([C:29]([O:31][CH3:32])=[O:30])[NH:18][C:19]([O:21][CH2:22][C:23]1[CH:28]=[CH:27][CH:26]=[CH:25][CH:24]=1)=[O:20].C(=O)([O-])[O-].[K+].[K+].O. (2) Given the product [Cl:29][C:24]1[C:25]([O:27][CH3:28])=[CH:26][C:21]([C@H:6]2[C@H:5]([OH:4])[C@@H:10]([OH:11])[C@H:9]([OH:15])[C@@H:8]([CH2:16][OH:17])[O:7]2)=[CH:22][C:23]=1[CH2:30][C:31]1[CH:36]=[CH:35][C:34]([O:37][CH2:38][CH3:39])=[CH:33][CH:32]=1, predict the reactants needed to synthesize it. The reactants are: C([O:4][C@@H:5]1[C@@H:10]([O:11]C(=O)C)[C@H:9]([OH:15])[C@@H:8]([CH2:16][O:17]C(=O)C)[O:7][C@H:6]1[C:21]1[CH:26]=[C:25]([O:27][CH3:28])[C:24]([Cl:29])=[C:23]([CH2:30][C:31]2[CH:36]=[CH:35][C:34]([O:37][CH2:38][CH3:39])=[CH:33][CH:32]=2)[CH:22]=1)(=O)C.C[O-].[Na+].CC(O)=O. (3) Given the product [Cl:32][C:33]1[CH:34]=[C:35]([NH:45][C:2]2[N:7]=[C:6]([CH2:8][C:9]([C:11]3[CH:12]=[C:13]([N:17]([CH3:28])[C:18](=[O:27])[C:19]4[CH:24]=[C:23]([F:25])[CH:22]=[CH:21][C:20]=4[F:26])[CH:14]=[CH:15][CH:16]=3)=[O:10])[CH:5]=[CH:4][N:3]=2)[CH:36]=[CH:37][C:38]=1[O:39][CH2:40][CH2:41][N:42]([CH3:43])[CH3:44], predict the reactants needed to synthesize it. The reactants are: Cl[C:2]1[N:7]=[C:6]([CH2:8][C:9]([C:11]2[CH:12]=[C:13]([NH:17][C:18](=[O:27])[C:19]3[CH:24]=[C:23]([F:25])[CH:22]=[CH:21][C:20]=3[F:26])[CH:14]=[CH:15][CH:16]=2)=[O:10])[CH:5]=[CH:4][N:3]=1.[CH3:28]C(O)C.[Cl:32][C:33]1[CH:34]=[C:35]([NH2:45])[CH:36]=[CH:37][C:38]=1[O:39][CH2:40][CH2:41][N:42]([CH3:44])[CH3:43].[OH-].[Na+]. (4) Given the product [N:12]1[NH:11][N:10]=[N:9][C:8]=1[C:4]1[CH:3]=[C:2]([CH:7]=[CH:6][CH:5]=1)[C:13]#[N:14], predict the reactants needed to synthesize it. The reactants are: Br[C:2]1[CH:3]=[C:4]([C:8]2[N:9]=[N:10][NH:11][N:12]=2)[CH:5]=[CH:6][CH:7]=1.[C:13](C1C=CC=C(C#N)C=1)#[N:14]. (5) Given the product [CH3:19][C:20]([CH3:31])([CH2:24][C:25]1[CH:30]=[CH:29][CH:28]=[CH:27][CH:26]=1)[C:21](=[O:22])[CH2:3][C:4]([O:6][CH2:7][CH3:8])=[O:5], predict the reactants needed to synthesize it. The reactants are: O=C(C)[CH2:3][C:4]([O:6][CH2:7][CH3:8])=[O:5].[Cl-].[Mg+2].[Cl-].N1C=CC=CC=1.[CH3:19][C:20]([CH3:31])([CH2:24][C:25]1[CH:30]=[CH:29][CH:28]=[CH:27][CH:26]=1)[C:21](Cl)=[O:22]. (6) The reactants are: [CH3:1][C:2]1[C@@H:19]([O:20][C:21]([C@H:23]([OH:39])[C@@H:24]([NH:31][C:32]([O:34][C:35]([CH3:38])([CH3:37])[CH3:36])=[O:33])[C:25]2[CH:30]=[CH:29][CH:28]=[CH:27][CH:26]=2)=[O:22])[CH2:18][C@:14]2([OH:40])[C:15]([CH3:17])([CH3:16])[C:3]=1[C@@H:4]([OH:58])[C:5]([C@@:7]1([CH3:57])[C@H:12]([C@@H:13]2[O:41][C:42]([C:44]2[CH:49]=[CH:48][CH:47]=[CH:46][CH:45]=2)=[O:43])[C@:11]2([O:52][C:53]([CH3:55])=[O:54])[CH2:50][O:51][C@@H:10]2[CH2:9][C@@H:8]1[OH:56])=[O:6].C(#N)C. Given the product [CH3:1][C:2]1[C@@H:19]([O:20][C:21]([C@H:23]([OH:39])[C@@H:24]([NH:31][C:32]([O:34][C:35]([CH3:36])([CH3:37])[CH3:38])=[O:33])[C:25]2[CH:26]=[CH:27][CH:28]=[CH:29][CH:30]=2)=[O:22])[CH2:18][C@@:14]2([OH:40])[C:15]([CH3:16])([CH3:17])[C:3]=1[C@@H:4]([OH:58])[C:5]([C@@:7]1([CH3:57])[C@H:12]([C@@H:13]2[O:41][C:42]([C:44]2[CH:49]=[CH:48][CH:47]=[CH:46][CH:45]=2)=[O:43])[C@:11]2([O:52][C:53]([CH3:55])=[O:54])[CH2:50][O:51][C@@H:10]2[CH2:9][C@@H:8]1[OH:56])=[O:6].[OH2:6].[OH2:6].[OH2:6], predict the reactants needed to synthesize it.